This data is from Peptide-MHC class I binding affinity with 185,985 pairs from IEDB/IMGT. The task is: Regression. Given a peptide amino acid sequence and an MHC pseudo amino acid sequence, predict their binding affinity value. This is MHC class I binding data. (1) The peptide sequence is SLMAFTASI. The MHC is HLA-A02:06 with pseudo-sequence HLA-A02:06. The binding affinity (normalized) is 0.389. (2) The peptide sequence is IRFPKTFGL. The MHC is Mamu-B17 with pseudo-sequence Mamu-B17. The binding affinity (normalized) is 0.310. (3) The peptide sequence is CVRNLEELT. The MHC is HLA-A68:02 with pseudo-sequence HLA-A68:02. The binding affinity (normalized) is 0. (4) The peptide sequence is SEIDLILGY. The MHC is HLA-B15:03 with pseudo-sequence HLA-B15:03. The binding affinity (normalized) is 0.401. (5) The peptide sequence is VVDKYFDCY. The MHC is HLA-B07:02 with pseudo-sequence HLA-B07:02. The binding affinity (normalized) is 0.0847. (6) The peptide sequence is ISRMLINRF. The MHC is HLA-B15:01 with pseudo-sequence HLA-B15:01. The binding affinity (normalized) is 0.521. (7) The peptide sequence is RPMREVRFL. The MHC is HLA-B08:01 with pseudo-sequence HLA-B08:01. The binding affinity (normalized) is 0.343.